Binary Classification. Given a drug SMILES string, predict its activity (active/inactive) in a high-throughput screening assay against a specified biological target. From a dataset of M1 muscarinic receptor antagonist screen with 61,756 compounds. (1) The drug is Brc1cc(CN2CCC(CC2)C(=O)NC2CCCC2)cc(OC)c1O. The result is 0 (inactive). (2) The drug is S(=O)(=O)(CCC(=O)N1CCOCC1)Cc1ccc(cc1)C. The result is 0 (inactive). (3) The drug is S(c1n(c2cc(ccc2)C)c(nn1)CNC(=O)c1sccc1)CC(OCC)=O. The result is 0 (inactive). (4) The result is 0 (inactive). The drug is o1c(CNC(CC(=O)Nc2c(cccc2C)C)C(O)=O)ccc1.